This data is from Forward reaction prediction with 1.9M reactions from USPTO patents (1976-2016). The task is: Predict the product of the given reaction. (1) Given the reactants [Cl:1][C:2]1[N:3]=[CH:4][C:5]2[NH:11][C:10](=[O:12])[C:9]3([CH2:14][CH2:13]3)[CH2:8][N:7]([CH:15]3[CH2:19][CH2:18][CH2:17][CH2:16]3)[C:6]=2[N:20]=1.[CH3:21]I.[H-].[Na+], predict the reaction product. The product is: [Cl:1][C:2]1[N:3]=[CH:4][C:5]2[N:11]([CH3:21])[C:10](=[O:12])[C:9]3([CH2:14][CH2:13]3)[CH2:8][N:7]([CH:15]3[CH2:19][CH2:18][CH2:17][CH2:16]3)[C:6]=2[N:20]=1. (2) Given the reactants Cl[C:2]1[N:12]=[C:11]([NH:13][C:14]2[CH:19]=[CH:18][C:17]([N:20]3[CH2:25][CH2:24][N:23]([C:26]([O:28][C:29]([CH3:32])([CH3:31])[CH3:30])=[O:27])[CH2:22][CH2:21]3)=[CH:16][C:15]=2[O:33][CH3:34])[C:5]2[C:6](=[O:10])[NH:7][N:8]=[CH:9][C:4]=2[CH:3]=1.[Cl:35][C:36]1[CH:42]=[CH:41][CH:40]=[C:39]([F:43])[C:37]=1[NH2:38].C1(P(C2CCCCC2)C2C=CC=CC=2C2C(C(C)C)=CC(C(C)C)=CC=2C(C)C)CCCCC1.CC(C)([O-])C.[K+], predict the reaction product. The product is: [Cl:35][C:36]1[CH:42]=[CH:41][CH:40]=[C:39]([F:43])[C:37]=1[NH:38][C:2]1[N:12]=[C:11]([NH:13][C:14]2[CH:19]=[CH:18][C:17]([N:20]3[CH2:25][CH2:24][N:23]([C:26]([O:28][C:29]([CH3:32])([CH3:31])[CH3:30])=[O:27])[CH2:22][CH2:21]3)=[CH:16][C:15]=2[O:33][CH3:34])[C:5]2[C:6](=[O:10])[NH:7][N:8]=[CH:9][C:4]=2[CH:3]=1. (3) The product is: [F:24][C:25]1[CH:33]=[C:32]2[C:28]([C:29]([C:41]3[CH:42]=[C:43]4[NH:49][C:48](=[O:50])[CH2:47][C:44]4=[N:45][CH:46]=3)=[CH:30][NH:31]2)=[CH:27][CH:26]=1. Given the reactants FC1C=C2C(C(C3C=CC(N4CCC(N)CC4)=NC=3)=CN2)=CC=1.[F:24][C:25]1[CH:33]=[C:32]2[C:28]([C:29]([C:41]3[CH:42]=[C:43]4[NH:49][C:48](=[O:50])[CH2:47][C:44]4=[N:45][CH:46]=3)=[CH:30][N:31]2C(OC(C)(C)C)=O)=[CH:27][CH:26]=1, predict the reaction product. (4) The product is: [C:1]([C:5]1[CH:6]=[C:7]([NH2:12])[C:8]([CH3:11])=[N:9][CH:10]=1)([CH3:4])([CH3:3])[CH3:2]. Given the reactants [C:1]([C:5]1[CH:6]=[C:7]([N+:12]([O-])=O)[C:8]([CH3:11])=[N:9][CH:10]=1)([CH3:4])([CH3:3])[CH3:2], predict the reaction product. (5) Given the reactants [CH3:1][C:2]1[CH:19]=[CH:18][CH:17]=[C:16]([CH3:20])[C:3]=1[CH2:4][O:5][C:6]1[CH:7]=[C:8]([CH2:12][CH2:13][C:14]#[N:15])[CH:9]=[CH:10][CH:11]=1.[N-:21]=[N+:22]=[N-:23].[Na+].[Cl-].[NH4+].C(OCC)(=O)C, predict the reaction product. The product is: [CH3:1][C:2]1[CH:19]=[CH:18][CH:17]=[C:16]([CH3:20])[C:3]=1[CH2:4][O:5][C:6]1[CH:7]=[C:8]([CH:9]=[CH:10][CH:11]=1)[CH2:12][CH2:13][C:14]1[NH:23][N:22]=[N:21][N:15]=1. (6) Given the reactants Br[C:2]1[CH:3]=[CH:4][C:5]([CH2:20][CH3:21])=[C:6]([CH:8]2[C:13](=[O:14])[C:12]([CH3:16])([CH3:15])[O:11][C:10]([CH3:18])([CH3:17])[C:9]2=[O:19])[CH:7]=1.[F-].[Cs+].[Cl:24][C:25]1[CH:30]=[CH:29][C:28](B(O)O)=[C:27]([F:34])[CH:26]=1, predict the reaction product. The product is: [Cl:24][C:25]1[CH:30]=[CH:29][C:28]([C:2]2[CH:3]=[CH:4][C:5]([CH2:20][CH3:21])=[C:6]([CH:8]3[C:9](=[O:19])[C:10]([CH3:18])([CH3:17])[O:11][C:12]([CH3:15])([CH3:16])[C:13]3=[O:14])[CH:7]=2)=[C:27]([F:34])[CH:26]=1. (7) Given the reactants [H-].[Na+].[CH3:3][C:4]1([OH:10])[CH2:9][CH2:8][O:7][CH2:6][CH2:5]1.[C:11](=O)([O:19]C1C=CC=CN=1)[O:12][C:13]1[CH:18]=[CH:17][CH:16]=[CH:15][N:14]=1.[NH4+].[Cl-], predict the reaction product. The product is: [C:11](=[O:19])([O:12][C:13]1[CH:18]=[CH:17][CH:16]=[CH:15][N:14]=1)[O:10][C:4]1([CH3:3])[CH2:9][CH2:8][O:7][CH2:6][CH2:5]1.